Dataset: Catalyst prediction with 721,799 reactions and 888 catalyst types from USPTO. Task: Predict which catalyst facilitates the given reaction. (1) Reactant: [OH:1][CH2:2][C@H:3]1[C@@H:8]([CH3:9])[CH2:7][CH2:6][CH2:5][N:4]1[C:10]([C:12]1[N:13]=[C:14]([CH3:24])[S:15][C:16]=1[C:17]1[CH:22]=[CH:21][C:20]([F:23])=[CH:19][CH:18]=1)=[O:11].[H-].[Na+].Cl[C:28]1[CH:33]=[CH:32][C:31]([C:34]([F:37])([F:36])[F:35])=[CH:30][N:29]=1. Product: [CH3:9][C@H:8]1[CH2:7][CH2:6][CH2:5][N:4]([C:10]([C:12]2[N:13]=[C:14]([CH3:24])[S:15][C:16]=2[C:17]2[CH:18]=[CH:19][C:20]([F:23])=[CH:21][CH:22]=2)=[O:11])[C@H:3]1[CH2:2][O:1][C:28]1[CH:33]=[CH:32][C:31]([C:34]([F:37])([F:36])[F:35])=[CH:30][N:29]=1. The catalyst class is: 1. (2) Reactant: [OH-].[K+].[C:3]1([CH:10]=[CH:9][C:7]([OH:8])=[CH:6][CH:5]=1)[OH:4].I[CH:12]([CH3:14])[CH3:13]. Product: [CH3:13][CH:12]([O:4][C:3]1[CH:10]=[CH:9][C:7]([OH:8])=[CH:6][CH:5]=1)[CH3:14]. The catalyst class is: 97. (3) Reactant: [H-].[Na+].[CH3:3][O:4][C:5]1[CH:23]=[CH:22][C:8]([CH2:9][O:10][C:11](=[O:21])[CH2:12][P:13]([O:18][CH2:19][CH3:20])([O:15][CH2:16][CH3:17])=[O:14])=[CH:7][CH:6]=1.Br[CH2:25][CH:26]1[CH2:28][CH2:27]1.C(=O)(O)[O-].[Na+]. Product: [CH3:3][O:4][C:5]1[CH:6]=[CH:7][C:8]([CH2:9][O:10][C:11](=[O:21])[CH:12]([P:13]([O:15][CH2:16][CH3:17])([O:18][CH2:19][CH3:20])=[O:14])[CH2:25][CH:26]2[CH2:28][CH2:27]2)=[CH:22][CH:23]=1. The catalyst class is: 369. (4) Reactant: C(OC(=O)[NH:7][CH:8]1[CH2:13][CH2:12][N:11]([C:14](=[O:25])[C:15]([F:24])([F:23])[CH2:16][C:17]2[CH:22]=[CH:21][CH:20]=[CH:19][CH:18]=2)[CH2:10][CH2:9]1)(C)(C)C.Cl. Product: [F:24][C:15]([F:23])([CH2:16][C:17]1[CH:18]=[CH:19][CH:20]=[CH:21][CH:22]=1)[C:14]([N:11]1[CH2:10][CH2:9][CH:8]([NH2:7])[CH2:13][CH2:12]1)=[O:25]. The catalyst class is: 124. (5) Reactant: [NH2:1][CH2:2][CH:3]1[CH2:8][CH2:7][NH:6][CH2:5][CH2:4]1.[C:9](O[C:9]([O:11][C:12]([CH3:15])([CH3:14])[CH3:13])=[O:10])([O:11][C:12]([CH3:15])([CH3:14])[CH3:13])=[O:10]. Product: [NH:6]1[CH2:7][CH2:8][CH:3]([CH2:2][NH:1][C:9](=[O:10])[O:11][C:12]([CH3:15])([CH3:14])[CH3:13])[CH2:4][CH2:5]1. The catalyst class is: 2.